From a dataset of Full USPTO retrosynthesis dataset with 1.9M reactions from patents (1976-2016). Predict the reactants needed to synthesize the given product. (1) The reactants are: [CH2:1]([N:3]1[CH:8]2[CH2:9][CH2:10][CH:4]1[CH2:5][CH:6]([C:11]1[N:16]3[N:17]=[C:18]([C:36]4[CH:41]=[CH:40][N:39]=[CH:38][CH:37]=4)[C:19]([C:20]4[CH:25]=[CH:24][C:23]([NH:26]C(=O)OC(C)(C)C)=[C:22]([O:34][CH3:35])[CH:21]=4)=[C:15]3[N:14]=[CH:13][CH:12]=1)[CH2:7]2)[CH3:2].FC(F)(F)C(O)=O. Given the product [CH2:1]([N:3]1[CH:4]2[CH2:10][CH2:9][CH:8]1[CH2:7][CH:6]([C:11]1[N:16]3[N:17]=[C:18]([C:36]4[CH:37]=[CH:38][N:39]=[CH:40][CH:41]=4)[C:19]([C:20]4[CH:25]=[CH:24][C:23]([NH2:26])=[C:22]([O:34][CH3:35])[CH:21]=4)=[C:15]3[N:14]=[CH:13][CH:12]=1)[CH2:5]2)[CH3:2], predict the reactants needed to synthesize it. (2) Given the product [Cl:1][C:2]1[S:3][C:4]([CH2:10][CH3:11])=[CH:5][C:6]=1[C:7]([N:35]1[CH2:30][CH2:31][CH2:32][CH2:33][CH2:34]1)=[O:9], predict the reactants needed to synthesize it. The reactants are: [Cl:1][C:2]1[S:3][C:4]([CH2:10][CH3:11])=[CH:5][C:6]=1[C:7]([OH:9])=O.CCN(C(C)C)C(C)C.CN(C(ON1N=N[C:31]2[CH:32]=[CH:33][CH:34]=[N:35][C:30]1=2)=[N+](C)C)C.F[P-](F)(F)(F)(F)F.N1CCCCC1.